The task is: Predict the product of the given reaction.. This data is from Forward reaction prediction with 1.9M reactions from USPTO patents (1976-2016). (1) Given the reactants N[C:2]1[CH:3]=[C:4]2[C:9](=[CH:10][CH:11]=1)[N:8]=[C:7]([CH3:12])[N:6]=[C:5]2[N:13]([C:15]1[CH:20]=[CH:19][C:18]([O:21][CH3:22])=[CH:17][CH:16]=1)[CH3:14].O.[CH2:24]=O.[C:26]([BH3-])#[N:27].[Na+].Cl, predict the reaction product. The product is: [CH3:24][N:27]([CH3:26])[C:2]1[CH:3]=[C:4]2[C:9](=[CH:10][CH:11]=1)[N:8]=[C:7]([CH3:12])[N:6]=[C:5]2[N:13]([C:15]1[CH:20]=[CH:19][C:18]([O:21][CH3:22])=[CH:17][CH:16]=1)[CH3:14]. (2) Given the reactants [H-].[Al+3].[Li+].[H-].[H-].[H-].C[O:8][C:9]([C:11]1[N:19]=[CH:18][C:17]2[NH:16][C:15]3[N:20]=[CH:21][C:22]([Br:24])=[CH:23][C:14]=3[C:13]=2[CH:12]=1)=O, predict the reaction product. The product is: [Br:24][C:22]1[CH:21]=[N:20][C:15]2[NH:16][C:17]3[CH:18]=[N:19][C:11]([CH2:9][OH:8])=[CH:12][C:13]=3[C:14]=2[CH:23]=1. (3) Given the reactants Cl.[Cl:2][C:3]1[CH:4]=[CH:5][C:6]2[N:7]([C:9]([CH2:18]Cl)=[C:10]([C:12]3[CH:17]=[CH:16][CH:15]=[CH:14][CH:13]=3)[N:11]=2)[CH:8]=1.[NH:20]1[CH2:23][CH2:22][C:21]1=[O:24], predict the reaction product. The product is: [Cl:2][C:3]1[CH:4]=[CH:5][C:6]2[N:7]([C:9]([CH2:18][N:20]3[CH2:23][CH2:22][C:21]3=[O:24])=[C:10]([C:12]3[CH:17]=[CH:16][CH:15]=[CH:14][CH:13]=3)[N:11]=2)[CH:8]=1. (4) Given the reactants [Br:1][C:2]1[CH:3]=[CH:4][C:5]([S:8](Cl)(=[O:10])=[O:9])=[N:6][CH:7]=1.[CH3:12][NH:13][CH:14]1[CH2:19][CH2:18][S:17](=[O:21])(=[O:20])[CH2:16][CH2:15]1.CCN(C(C)C)C(C)C, predict the reaction product. The product is: [Br:1][C:2]1[CH:3]=[CH:4][C:5]([S:8]([N:13]([CH:14]2[CH2:19][CH2:18][S:17](=[O:21])(=[O:20])[CH2:16][CH2:15]2)[CH3:12])(=[O:10])=[O:9])=[N:6][CH:7]=1. (5) Given the reactants C([O:5][C:6](=[O:23])[CH:7]([NH:12][C:13]([O:15][CH2:16][C:17]1[CH:22]=[CH:21][CH:20]=[CH:19][CH:18]=1)=[O:14])[CH:8]([CH3:11])[CH2:9]O)(C)(C)C, predict the reaction product. The product is: [CH2:16]([O:15][C:13](=[O:14])[NH:12][CH:7]1[CH:8]([CH3:11])[CH2:9][O:23][C:6]1=[O:5])[C:17]1[CH:18]=[CH:19][CH:20]=[CH:21][CH:22]=1. (6) The product is: [ClH:1].[CH2:5]([CH:6]1[C:15]2[CH:14]=[C:13]([CH2:16][CH2:17][CH2:18][NH:19][S:20]([CH2:23][CH2:24][CH3:25])(=[O:21])=[O:22])[CH:12]=[CH:11][C:10]=2[CH2:9][CH2:8][CH:7]1[NH:26][CH:27]([CH3:28])[CH3:29])[C:4]1[CH:30]=[CH:31][CH:32]=[CH:2][CH:3]=1. Given the reactants [Cl:1][C:2]1[CH:3]=[C:4]([CH:30]=[CH:31][C:32]=1Cl)[CH2:5][CH:6]1[C:15]2[CH:14]=[C:13]([CH2:16][CH2:17][CH2:18][NH:19][S:20]([CH2:23][CH2:24][CH3:25])(=[O:22])=[O:21])[CH:12]=[CH:11][C:10]=2[CH2:9][CH2:8][CH:7]1[NH:26][CH:27]([CH3:29])[CH3:28].[H][H], predict the reaction product.